Predict the reactants needed to synthesize the given product. From a dataset of Full USPTO retrosynthesis dataset with 1.9M reactions from patents (1976-2016). Given the product [N:13]1([CH2:2][C:3]2[CH:8]=[CH:7][N:6]=[C:5]([C:9]([O:11][CH3:12])=[O:10])[CH:4]=2)[CH:17]=[CH:16][N:15]=[CH:14]1, predict the reactants needed to synthesize it. The reactants are: Br[CH2:2][C:3]1[CH:8]=[CH:7][N:6]=[C:5]([C:9]([O:11][CH3:12])=[O:10])[CH:4]=1.[NH:13]1[CH:17]=[CH:16][N:15]=[CH:14]1.C([O-])([O-])=O.[K+].[K+].